Dataset: TCR-epitope binding with 47,182 pairs between 192 epitopes and 23,139 TCRs. Task: Binary Classification. Given a T-cell receptor sequence (or CDR3 region) and an epitope sequence, predict whether binding occurs between them. The epitope is TFYLTNDVSFL. The TCR CDR3 sequence is CASSFSGGETKNIQYF. Result: 0 (the TCR does not bind to the epitope).